Dataset: Catalyst prediction with 721,799 reactions and 888 catalyst types from USPTO. Task: Predict which catalyst facilitates the given reaction. (1) Reactant: F[C:2]1[CH:7]=[C:6]([O:8][CH3:9])[CH:5]=[CH:4][C:3]=1[C:10]1[NH:19][C:18](=[O:20])[C:17]2[C:12](=[CH:13][C:14]([O:23][CH3:24])=[CH:15][C:16]=2[O:21][CH3:22])[N:11]=1.[CH:25]([NH:28][CH2:29][CH2:30][NH2:31])([CH3:27])[CH3:26].C[Si]([N-][Si](C)(C)C)(C)C.[Li+]. Product: [CH:25]([NH:28][CH2:29][CH2:30][NH:31][C:2]1[CH:7]=[C:6]([O:8][CH3:9])[CH:5]=[CH:4][C:3]=1[C:10]1[NH:19][C:18](=[O:20])[C:17]2[C:12](=[CH:13][C:14]([O:23][CH3:24])=[CH:15][C:16]=2[O:21][CH3:22])[N:11]=1)([CH3:27])[CH3:26]. The catalyst class is: 598. (2) Reactant: [CH3:1][C:2]1[N:12]=[C:11]2[N:6]([CH2:7][CH2:8][CH2:9][CH:10]2[OH:13])[C:4](=[O:5])[C:3]=1[CH2:14][CH2:15][N:16]1[CH2:21][CH2:20][CH:19]([C:22]2[C:23]3[CH:24]=[CH:25][C:26]([F:31])=[CH:27][C:28]=3[O:29][N:30]=2)[CH2:18][CH2:17]1.[C:32]1(=[O:38])[O:37][C:35](=[O:36])[CH2:34][CH2:33]1. Product: [F:31][C:26]1[CH:25]=[CH:24][C:23]2[C:22]([CH:19]3[CH2:20][CH2:21][N:16]([CH2:15][CH2:14][C:3]4[C:4](=[O:5])[N:6]5[CH2:7][CH2:8][CH2:9][CH:10]([O:13][C:32](=[O:38])[CH2:33][CH2:34][C:35]([OH:37])=[O:36])[C:11]5=[N:12][C:2]=4[CH3:1])[CH2:17][CH2:18]3)=[N:30][O:29][C:28]=2[CH:27]=1. The catalyst class is: 537. (3) Reactant: [Cl:1][C:2]1[CH:10]=[CH:9][C:8]2[CH2:11][CH2:12][NH:13][CH2:14][CH2:15][N:6]3[C:7]=2[C:3]=1[C:4]1[CH2:18][CH2:17][CH2:16][C:5]=13.C([BH3-])#N.[Na+]. Product: [Cl:1][C:2]1[CH:10]=[CH:9][C:8]2[CH2:11][CH2:12][NH:13][CH2:14][CH2:15][N:6]3[C:7]=2[C:3]=1[CH:4]1[CH2:18][CH2:17][CH2:16][CH:5]13. The catalyst class is: 15. (4) Reactant: [C:1]1([C:7]2[N:11]3[N:12]=[C:13]([O:16]C)[CH:14]=[CH:15][C:10]3=[N:9][C:8]=2[C:18]2[CH:23]=[CH:22][C:21]([C:24]3([NH:28]C(=O)OC(C)(C)C)[CH2:27][CH2:26][CH2:25]3)=[CH:20][CH:19]=2)[CH:6]=[CH:5][CH:4]=[CH:3][CH:2]=1.[S-2].[Na+].[Na+].Cl.C(=O)(O)[O-].[Na+]. Product: [NH2:28][C:24]1([C:21]2[CH:20]=[CH:19][C:18]([C:8]3[N:9]=[C:10]4[CH:15]=[CH:14][C:13]([OH:16])=[N:12][N:11]4[C:7]=3[C:1]3[CH:6]=[CH:5][CH:4]=[CH:3][CH:2]=3)=[CH:23][CH:22]=2)[CH2:27][CH2:26][CH2:25]1. The catalyst class is: 60.